Dataset: Forward reaction prediction with 1.9M reactions from USPTO patents (1976-2016). Task: Predict the product of the given reaction. (1) Given the reactants Cl[C:2]1[C:3]2[CH:10]=[CH:9][N:8]([CH:11]([C:15]3[CH:20]=[CH:19][CH:18]=[CH:17][CH:16]=3)[CH2:12][CH2:13][Cl:14])[C:4]=2[N:5]=[CH:6][N:7]=1, predict the reaction product. The product is: [Cl:14][CH2:13][CH2:12][CH:11]([N:8]1[C:4]2[N:5]=[CH:6][N:7]=[CH:2][C:3]=2[CH:10]=[CH:9]1)[C:15]1[CH:20]=[CH:19][CH:18]=[CH:17][CH:16]=1. (2) Given the reactants [OH:1][C@@H:2]1[CH2:7][N:6]([C:8]([O:10][CH3:11])=[O:9])[C@H:5]([C:12]([N:14]2[CH2:19][CH2:18][N:17]([C:20]3[CH:25]=[CH:24][CH:23]=[CH:22][CH:21]=3)[CH2:16][CH2:15]2)=[O:13])[C@@H:4]([C:26](OC)=[O:27])[CH2:3]1.O[C@@H:31]1[CH2:36][NH:35][C@H:34]([C:37]([OH:39])=O)[C@@H:33](C(OC)=O)[CH2:32]1.C1(N2CCNCC2)C=CC=CC=1.F[P-](F)(F)(F)(F)F.[N:63]1([O:72][P+](N(C)C)(N(C)C)N(C)C)C2C=CC=CC=2N=N1.CN(C)C=[O:86].C(N(CC)C(C)C)(C)C.C(Cl)Cl.ClC(OC)=O, predict the reaction product. The product is: [OH:72][NH:63][C:26]([C@H:4]1[CH2:3][C@H:2]([O:1][C:36]([N:35]2[CH2:31][CH2:32][CH2:33][C@H:34]2[CH2:37][OH:39])=[O:86])[CH2:7][N:6]([C:8]([O:10][CH3:11])=[O:9])[C@@H:5]1[C:12]([N:14]1[CH2:15][CH2:16][N:17]([C:20]2[CH:21]=[CH:22][CH:23]=[CH:24][CH:25]=2)[CH2:18][CH2:19]1)=[O:13])=[O:27].